Dataset: Full USPTO retrosynthesis dataset with 1.9M reactions from patents (1976-2016). Task: Predict the reactants needed to synthesize the given product. (1) The reactants are: C[CH2:2][N:3]=C=NCCCN(C)C.[C:12]([CH2:15][C:16]1[CH:21]=[C:20]([F:22])[CH:19]=[CH:18][C:17]=1[S:23]([NH:26][C:27]1[C:36]([C:37]([O:39][CH3:40])=[O:38])=[C:35]2[C:30]([CH:31]3[CH2:41][CH:32]3[CH2:33][O:34]2)=[CH:29][CH:28]=1)(=[O:25])=[O:24])(O)=[O:13].Cl.Cl.[CH2:44]([N:46]1[CH2:50][CH2:49][C@H:48](NC)[CH2:47]1)[CH3:45].C(N(CC)CC)C. Given the product [CH2:44]([N:46]1[CH2:50][CH2:49][C@@H:48]([CH2:2][NH:3][C:12]([CH2:15][C:16]2[CH:21]=[C:20]([F:22])[CH:19]=[CH:18][C:17]=2[S:23]([NH:26][C:27]2[C:36]([C:37]([O:39][CH3:40])=[O:38])=[C:35]3[C:30]([CH:31]4[CH2:41][CH:32]4[CH2:33][O:34]3)=[CH:29][CH:28]=2)(=[O:24])=[O:25])=[O:13])[CH2:47]1)[CH3:45], predict the reactants needed to synthesize it. (2) Given the product [N:1]([CH2:6][C:7]1[C:8]([C:31]2[CH:36]=[CH:35][CH:34]=[CH:33][CH:32]=2)=[N:9][C:10]2[C:15]([C:16]=1[C:17]([NH:19][N:20]([C:25]1[CH:26]=[CH:27][CH:28]=[CH:29][CH:30]=1)[C:21]([O:23][CH3:24])=[O:22])=[O:18])=[CH:14][CH:13]=[CH:12][CH:11]=2)=[N+:2]=[N-:3], predict the reactants needed to synthesize it. The reactants are: [N-:1]=[N+:2]=[N-:3].[Na+].Br[CH2:6][C:7]1[C:8]([C:31]2[CH:36]=[CH:35][CH:34]=[CH:33][CH:32]=2)=[N:9][C:10]2[C:15]([C:16]=1[C:17]([NH:19][N:20]([C:25]1[CH:30]=[CH:29][CH:28]=[CH:27][CH:26]=1)[C:21]([O:23][CH3:24])=[O:22])=[O:18])=[CH:14][CH:13]=[CH:12][CH:11]=2. (3) Given the product [O:21]([C:23]1[CH:30]=[CH:29][C:26]([CH2:27][N:9]2[C:8]([C:5]3[CH:4]=[CH:3][C:2]([CH3:1])=[CH:7][CH:6]=3)=[C:16]3[C:11]([CH:12]=[CH:13][CH:14]=[CH:15]3)=[N:10]2)=[CH:25][CH:24]=1)[CH3:22], predict the reactants needed to synthesize it. The reactants are: [CH3:1][C:2]1[CH:7]=[CH:6][C:5]([C:8]2[C:16]3[C:11](=[CH:12][CH:13]=[CH:14][CH:15]=3)[NH:10][N:9]=2)=[CH:4][CH:3]=1.CC[O-].[Na+].[O:21]([C:23]1[CH:30]=[CH:29][C:26]([CH2:27]Cl)=[CH:25][CH:24]=1)[CH3:22]. (4) Given the product [Cl:10][C:11]1[CH:12]=[CH:13][C:14]([OH:22])=[C:15]([S:17]([NH:20][CH3:21])(=[O:18])=[O:19])[CH:16]=1, predict the reactants needed to synthesize it. The reactants are: [H-].[Na+].C1(S)C=CC=CC=1.[Cl:10][C:11]1[CH:12]=[CH:13][C:14]([O:22]C)=[C:15]([S:17]([NH:20][CH3:21])(=[O:19])=[O:18])[CH:16]=1. (5) The reactants are: [NH2:1][C:2]1[N:3]([C:17]2[CH:22]=[CH:21][CH:20]=[C:19]([O:23][CH3:24])[CH:18]=2)[N:4]=[C:5]2[C:14]3[CH:13]=[CH:12][C:11]([OH:15])=[CH:10][C:9]=3[NH:8][C:7](=[O:16])[C:6]=12.Cl.Cl[CH2:27][CH2:28][N:29]1[CH2:34][CH2:33][O:32][CH2:31][CH2:30]1.C(=O)([O-])[O-].[K+].[K+].[I-].[K+]. Given the product [NH2:1][C:2]1[N:3]([C:17]2[CH:22]=[CH:21][CH:20]=[C:19]([O:23][CH3:24])[CH:18]=2)[N:4]=[C:5]2[C:14]3[CH:13]=[CH:12][C:11]([O:15][CH2:27][CH2:28][N:29]4[CH2:34][CH2:33][O:32][CH2:31][CH2:30]4)=[CH:10][C:9]=3[NH:8][C:7](=[O:16])[C:6]=12, predict the reactants needed to synthesize it. (6) The reactants are: [C:1]1([C:7]2[CH:14]=[CH:13][CH:12]=[C:11]([NH:15][C:16]3[CH:21]=[CH:20][CH:19]=[CH:18][CH:17]=3)[C:8]=2[CH2:9][NH2:10])[CH:6]=[CH:5][CH:4]=[CH:3][CH:2]=1.[C:22](N1C=CN=C1)(N1C=CN=C1)=[O:23]. Given the product [C:16]1([N:15]2[C:11]3[C:8](=[C:7]([C:1]4[CH:2]=[CH:3][CH:4]=[CH:5][CH:6]=4)[CH:14]=[CH:13][CH:12]=3)[CH2:9][NH:10][C:22]2=[O:23])[CH:17]=[CH:18][CH:19]=[CH:20][CH:21]=1, predict the reactants needed to synthesize it.